This data is from Full USPTO retrosynthesis dataset with 1.9M reactions from patents (1976-2016). The task is: Predict the reactants needed to synthesize the given product. Given the product [NH:26]([C:27]([NH:2][C:1](=[O:14])[O:3][CH2:4][C@H:5]([NH2:13])[CH2:6][C:7]1[CH:12]=[CH:11][CH:10]=[CH:9][CH:8]=1)=[O:28])[C:20]1[CH:25]=[CH:24][CH:23]=[CH:22][CH:21]=1, predict the reactants needed to synthesize it. The reactants are: [C:1](=[O:14])([O:3][CH2:4][C@H:5]([NH2:13])[CH2:6][C:7]1[CH:12]=[CH:11][CH:10]=[CH:9][CH:8]=1)[NH2:2].CS(O)(=O)=O.[C:20]1([N:26]=[C:27]=[O:28])[CH:25]=[CH:24][CH:23]=[CH:22][CH:21]=1.[OH-].[Na+].Cl.